This data is from Full USPTO retrosynthesis dataset with 1.9M reactions from patents (1976-2016). The task is: Predict the reactants needed to synthesize the given product. (1) Given the product [Cl:1][C:2]1[CH:3]=[CH:4][C:5]([S:8]([N:11]([CH2:21][C:22]2[CH:27]=[CH:26][C:25]([CH:28]([F:30])[F:29])=[CH:24][CH:23]=2)[CH:12]2[CH2:18][CH2:17][CH2:16][CH2:15][NH:14][C:13]2=[O:19])(=[O:10])=[O:9])=[CH:6][CH:7]=1, predict the reactants needed to synthesize it. The reactants are: [Cl:1][C:2]1[CH:7]=[CH:6][C:5]([S:8]([NH:11][CH:12]2[CH2:18][CH2:17][CH2:16][CH2:15][NH:14][C:13]2=[O:19])(=[O:10])=[O:9])=[CH:4][CH:3]=1.Br[CH2:21][C:22]1[CH:27]=[CH:26][C:25]([CH:28]([F:30])[F:29])=[CH:24][CH:23]=1.C(=O)([O-])[O-].[K+].[K+].[I-].[K+]. (2) The reactants are: [NH2:1][C:2]1[CH:24]=[CH:23][C:5]([CH2:6][C:7]2[N:17]([CH2:18][C:19]([CH3:22])([CH3:21])[CH3:20])[C:10]3[N:11]=[C:12]([C:15]#[N:16])[N:13]=[CH:14][C:9]=3[CH:8]=2)=[CH:4][CH:3]=1.[C:25](O)(=[O:29])[CH2:26][CH2:27][CH3:28].CCN=C=NCCCN(C)C.Cl.O.ON1C2C=CC=CC=2N=N1. Given the product [C:15]([C:12]1[N:13]=[CH:14][C:9]2[CH:8]=[C:7]([CH2:6][C:5]3[CH:4]=[CH:3][C:2]([NH:1][C:25](=[O:29])[CH2:26][CH2:27][CH3:28])=[CH:24][CH:23]=3)[N:17]([CH2:18][C:19]([CH3:21])([CH3:20])[CH3:22])[C:10]=2[N:11]=1)#[N:16], predict the reactants needed to synthesize it. (3) Given the product [ClH:15].[NH:7]([C:16]([C:18]1[C:26]2[C:21](=[CH:22][CH:23]=[CH:24][CH:25]=2)[N:20]([C:27]2[C:36]3[C:31](=[C:32]([C:37]([F:39])([F:38])[F:40])[CH:33]=[CH:34][CH:35]=3)[N:30]=[CH:29][CH:28]=2)[CH:19]=1)=[O:17])[C:6]([NH2:8])=[NH:5], predict the reactants needed to synthesize it. The reactants are: C[O-].[Na+].Cl.[NH2:5][C:6]([NH2:8])=[NH:7].O1CCCC1.Cl.[Cl:15][C:16]([C:18]1[C:26]2[C:21](=[CH:22][CH:23]=[CH:24][CH:25]=2)[N:20]([C:27]2[C:36]3[C:31](=[C:32]([C:37]([F:40])([F:39])[F:38])[CH:33]=[CH:34][CH:35]=3)[N:30]=[CH:29][CH:28]=2)[CH:19]=1)=[O:17]. (4) Given the product [CH:14](=[O:13])[CH2:15][CH2:16][CH2:17][CH2:18][CH2:19][CH2:20][CH2:21][CH:22]=[CH2:23], predict the reactants needed to synthesize it. The reactants are: C1C([N+]([O-])=O)=CC=C(Cl)C=1.C([O:13][CH:14](OCC)[CH2:15][CH2:16][CH2:17][CH2:18][CH2:19][CH2:20][CH2:21][CH:22]=[CH2:23])C.C(O)CCCCCCCC=C. (5) Given the product [NH:11]1[CH2:12][CH2:13][CH:8]([CH2:7][O:6][C:5]2[CH:21]=[CH:22][C:23]([B:25]3[O:29][C:28]([CH3:31])([CH3:30])[C:27]([CH3:33])([CH3:32])[O:26]3)=[CH:24][C:4]=2[C:2]#[N:3])[CH2:9][CH2:10]1, predict the reactants needed to synthesize it. The reactants are: Cl.[C:2]([C:4]1[CH:24]=[C:23]([B:25]2[O:29][C:28]([CH3:31])([CH3:30])[C:27]([CH3:33])([CH3:32])[O:26]2)[CH:22]=[CH:21][C:5]=1[O:6][CH2:7][CH:8]1[CH2:13][CH2:12][N:11](C(OC(C)(C)C)=O)[CH2:10][CH2:9]1)#[N:3]. (6) The reactants are: [CH:1]([O:4][C:5]([N:7]1[CH2:12][CH2:11][CH:10]([CH2:13][O:14][C:15]2[CH:20]=[CH:19][C:18](B3OC(C)(C)C(C)(C)O3)=[CH:17][N:16]=2)[CH2:9][CH2:8]1)=[O:6])([CH3:3])[CH3:2].[C:30]([O:34][C:35]([NH:37][C@H:38]([C:55](=[O:61])[N:56]1[CH2:60][CH2:59][CH2:58][CH2:57]1)[CH2:39][C:40]1[CH:45]=[CH:44][C:43](OS(C(F)(F)F)(=O)=O)=[CH:42][C:41]=1[F:54])=[O:36])([CH3:33])([CH3:32])[CH3:31]. Given the product [CH:1]([O:4][C:5]([N:7]1[CH2:8][CH2:9][CH:10]([CH2:13][O:14][C:15]2[CH:20]=[CH:19][C:18]([C:43]3[CH:44]=[CH:45][C:40]([CH2:39][C@H:38]([NH:37][C:35]([O:34][C:30]([CH3:32])([CH3:31])[CH3:33])=[O:36])[C:55](=[O:61])[N:56]4[CH2:60][CH2:59][CH2:58][CH2:57]4)=[C:41]([F:54])[CH:42]=3)=[CH:17][N:16]=2)[CH2:11][CH2:12]1)=[O:6])([CH3:2])[CH3:3], predict the reactants needed to synthesize it. (7) Given the product [CH2:1]([O:8][C:9]1[CH:10]=[C:11]([C:15]2[N:24]3[C:18]([C:19](=[CH:54][C:47]4[C:48]5[C:53](=[CH:52][CH:51]=[CH:50][CH:49]=5)[NH:45][CH:46]=4)[C:20](=[O:44])[N:21]([CH2:29][C:30]([N:32]([CH:41]([CH3:42])[CH3:43])[C:33]4[CH:34]=[N:35][C:36]([O:39][CH3:40])=[CH:37][CH:38]=4)=[O:31])[C:22]4[CH:28]=[CH:27][CH:26]=[CH:25][C:23]=43)=[N:17][N:16]=2)[CH:12]=[CH:13][CH:14]=1)[C:2]1[CH:3]=[CH:4][CH:5]=[CH:6][CH:7]=1, predict the reactants needed to synthesize it. The reactants are: [CH2:1]([O:8][C:9]1[CH:10]=[C:11]([C:15]2[N:24]3[C:18]([CH2:19][C:20](=[O:44])[N:21]([CH2:29][C:30]([N:32]([CH:41]([CH3:43])[CH3:42])[C:33]4[CH:34]=[N:35][C:36]([O:39][CH3:40])=[CH:37][CH:38]=4)=[O:31])[C:22]4[CH:28]=[CH:27][CH:26]=[CH:25][C:23]=43)=[N:17][N:16]=2)[CH:12]=[CH:13][CH:14]=1)[C:2]1[CH:7]=[CH:6][CH:5]=[CH:4][CH:3]=1.[NH:45]1[C:53]2[C:48](=[CH:49][CH:50]=[CH:51][CH:52]=2)[C:47]([CH:54]=O)=[CH:46]1. (8) Given the product [OH:34][C:23]1[C:22](=[O:21])[N:9]([CH2:8][CH2:7][CH2:6][N:1]2[CH:5]=[CH:4][N:3]=[CH:2]2)[CH:15]([C:14]2[CH:17]=[CH:18][C:11]([CH3:10])=[CH:12][CH:13]=2)[C:24]=1[C:25]1[C:33]2[C:28](=[CH:29][CH:30]=[CH:31][CH:32]=2)[NH:27][CH:26]=1, predict the reactants needed to synthesize it. The reactants are: [N:1]1([CH2:6][CH2:7][CH2:8][NH2:9])[CH:5]=[CH:4][N:3]=[CH:2]1.[CH3:10][C:11]1[CH:18]=[CH:17][C:14]([CH:15]=O)=[CH:13][CH:12]=1.C([O:21][C:22](=O)[C:23](=[O:34])[CH2:24][C:25]1[C:33]2[C:28](=[CH:29][CH:30]=[CH:31][CH:32]=2)[NH:27][CH:26]=1)C. (9) Given the product [OH:22][C:21]1[C:2]([CH3:1])=[CH:7][C:6]([CH3:8])=[CH:5][C:4]=1[CH:3]=[O:9], predict the reactants needed to synthesize it. The reactants are: [CH3:1][C:2]1[CH:7]=[C:6]([CH3:8])[CH:5]=[CH:4][C:3]=1[OH:9].CN(P(N(C)C)(N(C)C)=O)C.[CH2:21]=[O:22].